Dataset: Full USPTO retrosynthesis dataset with 1.9M reactions from patents (1976-2016). Task: Predict the reactants needed to synthesize the given product. (1) Given the product [NH2:1][C:2]1[N:3]=[C:4]([C:13]2[CH:14]=[N:15][CH:16]=[CH:17][CH:18]=2)[C:5]([C:11]#[N:12])=[C:6]([S:8][CH2:10][CH2:25][C:20]2[CH:21]=[CH:22][CH:23]=[CH:24][N:19]=2)[N:7]=1, predict the reactants needed to synthesize it. The reactants are: [NH2:1][C:2]1[N:7]=[C:6]([S:8]([CH3:10])=O)[C:5]([C:11]#[N:12])=[C:4]([C:13]2[CH:14]=[N:15][CH:16]=[CH:17][CH:18]=2)[N:3]=1.[N:19]1[CH:24]=[CH:23][CH:22]=[CH:21][C:20]=1[CH2:25]CS.C1CCN2C(=NCCC2)CC1. (2) The reactants are: [CH2:1]([Li])CCC.[CH:6]([C:8]1[C:16]2[C:11](=[CH:12][CH:13]=[CH:14][CH:15]=2)[NH:10][C:9]=1[C:17]([NH:19][CH3:20])=[O:18])=O. Given the product [CH3:20][NH:19][C:17]([C:9]1[NH:10][C:11]2[C:16]([C:8]=1[CH:6]=[CH2:1])=[CH:15][CH:14]=[CH:13][CH:12]=2)=[O:18], predict the reactants needed to synthesize it.